This data is from Forward reaction prediction with 1.9M reactions from USPTO patents (1976-2016). The task is: Predict the product of the given reaction. (1) The product is: [F:1][C:2]1[CH:31]=[CH:30][CH:29]=[C:28]([F:32])[C:3]=1[CH2:4][O:5][C:6]1[CH:7]=[CH:8][C:9]([CH3:27])=[C:10]([N:12]2[CH2:21][C:20]3[C:15](=[CH:16][C:17]([C:22]4[NH:23][C:49](=[O:50])[O:25][N:24]=4)=[CH:18][CH:19]=3)[NH:14][C:13]2=[O:26])[CH:11]=1. Given the reactants [F:1][C:2]1[CH:31]=[CH:30][CH:29]=[C:28]([F:32])[C:3]=1[CH2:4][O:5][C:6]1[CH:7]=[CH:8][C:9]([CH3:27])=[C:10]([N:12]2[CH2:21][C:20]3[C:15](=[CH:16][C:17]([C:22](=[N:24][OH:25])[NH2:23])=[CH:18][CH:19]=3)[NH:14][C:13]2=[O:26])[CH:11]=1.C1CCN2C(=NCCC2)CC1.C1N=CN([C:49](N2C=NC=C2)=[O:50])C=1.Cl, predict the reaction product. (2) Given the reactants N1C=CN=C1.C(N(CC)CC)C.[Cl:13][C:14]1[CH:15]=[C:16]([C@@H:20]([OH:34])[C@@H:21]([C:27]2[CH:32]=[CH:31][C:30]([Cl:33])=[CH:29][CH:28]=2)[NH:22][CH2:23][CH:24]2[CH2:26][CH2:25]2)[CH:17]=[CH:18][CH:19]=1.[S:35](Cl)(Cl)=[O:36], predict the reaction product. The product is: [Cl:13][C:14]1[CH:15]=[C:16]([C@H:20]2[O:34][S:35](=[O:36])[N:22]([CH2:23][CH:24]3[CH2:26][CH2:25]3)[C@@H:21]2[C:27]2[CH:32]=[CH:31][C:30]([Cl:33])=[CH:29][CH:28]=2)[CH:17]=[CH:18][CH:19]=1. (3) Given the reactants [CH3:1][C:2]1[N:7]=[C:6](Cl)[CH:5]=[C:4]([NH2:9])[N:3]=1.[N:10]1([CH2:16][CH2:17][N:18]2[CH2:23][CH2:22][O:21][CH2:20][CH2:19]2)[CH2:15][CH2:14][NH:13][CH2:12][CH2:11]1, predict the reaction product. The product is: [CH3:1][C:2]1[N:3]=[C:4]([NH2:9])[CH:5]=[C:6]([N:13]2[CH2:12][CH2:11][N:10]([CH2:16][CH2:17][N:18]3[CH2:19][CH2:20][O:21][CH2:22][CH2:23]3)[CH2:15][CH2:14]2)[N:7]=1.